From a dataset of Forward reaction prediction with 1.9M reactions from USPTO patents (1976-2016). Predict the product of the given reaction. (1) Given the reactants [CH:1]1([C:4]2[C:5]([O:13][CH2:14][CH:15]3[CH2:17][CH2:16]3)=[CH:6][C:7]([C:10]([OH:12])=O)=[N:8][CH:9]=2)[CH2:3][CH2:2]1.Cl.[F:19][C:20]1([F:28])[CH2:24][NH:23][C@@H:22]([C:25]([NH2:27])=[O:26])[CH2:21]1, predict the reaction product. The product is: [CH:1]1([C:4]2[C:5]([O:13][CH2:14][CH:15]3[CH2:17][CH2:16]3)=[CH:6][C:7]([C:10]([N:23]3[CH2:24][C:20]([F:28])([F:19])[CH2:21][C@H:22]3[C:25]([NH2:27])=[O:26])=[O:12])=[N:8][CH:9]=2)[CH2:2][CH2:3]1. (2) Given the reactants [Br:1][C:2]1[C:11]([C@H:12]([OH:15])[CH2:13][OH:14])=[C:10]([CH3:16])[CH:9]=[C:8]2[C:3]=1[CH:4]=[CH:5][C:6]([CH3:17])=[N:7]2.[CH3:18][C:19]([CH3:24])([CH3:23])[C:20](Cl)=[O:21], predict the reaction product. The product is: [C:20]([O:14][CH2:13][C@H:12]([C:11]1[C:2]([Br:1])=[C:3]2[C:8](=[CH:9][C:10]=1[CH3:16])[N:7]=[C:6]([CH3:17])[CH:5]=[CH:4]2)[OH:15])(=[O:21])[C:19]([CH3:24])([CH3:23])[CH3:18]. (3) Given the reactants [N:1]1([C:7]2[CH:14]=[CH:13][C:10]([CH:11]=O)=[C:9]([C:15]([F:18])([F:17])[F:16])[CH:8]=2)[CH2:6][CH2:5][O:4][CH2:3][CH2:2]1.[CH3:19][C@@H:20]1[CH2:25][NH:24][CH2:23][CH2:22][N:21]1[C:26]([O:28][C:29]([CH3:32])([CH3:31])[CH3:30])=[O:27].ClCCCl.C(O[BH-](OC(=O)C)OC(=O)C)(=O)C.[Na+], predict the reaction product. The product is: [CH3:19][C@@H:20]1[CH2:25][N:24]([CH2:11][C:10]2[CH:13]=[CH:14][C:7]([N:1]3[CH2:6][CH2:5][O:4][CH2:3][CH2:2]3)=[CH:8][C:9]=2[C:15]([F:18])([F:17])[F:16])[CH2:23][CH2:22][N:21]1[C:26]([O:28][C:29]([CH3:30])([CH3:32])[CH3:31])=[O:27]. (4) Given the reactants [CH2:1]1[CH:8]2[NH:9][CH:3]([CH2:4][C:5]([CH2:7]2)=[O:6])[CH2:2]1.Cl.O.C(Cl)Cl.[OH-].[Na+].[C:17](OC(=O)C)(=[O:19])[CH3:18], predict the reaction product. The product is: [C:17]([N:9]1[CH:8]2[CH2:1][CH2:2][CH:3]1[CH2:4][C:5](=[O:6])[CH2:7]2)(=[O:19])[CH3:18]. (5) Given the reactants [Cl:1][C:2]1[CH:7]=[CH:6][C:5]([CH:8]([C:16]2[C:24]3[C:19](=[C:20]([CH2:25][S:26][CH3:27])[CH:21]=[CH:22][CH:23]=3)[N:18](C(OC(C)(C)C)=O)[CH:17]=2)[CH:9]([CH3:15])[C:10]([O:12][CH2:13][CH3:14])=[O:11])=[CH:4][CH:3]=1.FC(F)(F)C(O)=O, predict the reaction product. The product is: [Cl:1][C:2]1[CH:3]=[CH:4][C:5]([CH:8]([C:16]2[C:24]3[C:19](=[C:20]([CH2:25][S:26][CH3:27])[CH:21]=[CH:22][CH:23]=3)[NH:18][CH:17]=2)[CH:9]([CH3:15])[C:10]([O:12][CH2:13][CH3:14])=[O:11])=[CH:6][CH:7]=1. (6) Given the reactants C[O:2][C:3]1[C:11]2[O:10][CH:9]([CH2:12][NH:13]C(=O)OC(C)(C)C)[CH2:8][C:7]=2[CH:6]=[C:5]([C:21]2[CH:26]=[CH:25][C:24]([C:27]([N:29]3[CH2:34][CH2:33][O:32][CH2:31][CH2:30]3)=[O:28])=[CH:23][CH:22]=2)[CH:4]=1.B(Br)(Br)Br, predict the reaction product. The product is: [NH2:13][CH2:12][CH:9]1[CH2:8][C:7]2[CH:6]=[C:5]([C:21]3[CH:22]=[CH:23][C:24]([C:27]([N:29]4[CH2:30][CH2:31][O:32][CH2:33][CH2:34]4)=[O:28])=[CH:25][CH:26]=3)[CH:4]=[C:3]([OH:2])[C:11]=2[O:10]1. (7) Given the reactants [NH2:1][CH:2]([C:7]([OH:9])=[O:8])[CH2:3][CH2:4][S:5][CH3:6].[OH-].[Na+].[C:12](Cl)(=[O:19])[C:13]1[CH:18]=[CH:17][CH:16]=[CH:15][CH:14]=1, predict the reaction product. The product is: [C:12]([NH:1][C@H:2]([C:7]([OH:9])=[O:8])[CH2:3][CH2:4][S:5][CH3:6])(=[O:19])[C:13]1[CH:18]=[CH:17][CH:16]=[CH:15][CH:14]=1.